From a dataset of Reaction yield outcomes from USPTO patents with 853,638 reactions. Predict the reaction yield, written as a fraction of the theoretical maximum amount of product (1.0 means a 100% yield; for example, 0.34 means a 34% yield). (1) The reactants are [Cl:1][C:2]1[C:7]([CH3:8])=[C:6](Cl)[N:5]2[N:10]=[CH:11][CH:12]=[C:4]2[N:3]=1.[CH3:13][O:14][C:15]1[CH:22]=[CH:21][C:18]([CH2:19][NH2:20])=[CH:17][CH:16]=1.C(N(CC)CC)C. The catalyst is CC(O)C. The product is [Cl:1][C:2]1[C:7]([CH3:8])=[C:6]([NH:20][CH2:19][C:18]2[CH:21]=[CH:22][C:15]([O:14][CH3:13])=[CH:16][CH:17]=2)[N:5]2[N:10]=[CH:11][CH:12]=[C:4]2[N:3]=1. The yield is 0.870. (2) The reactants are [Br:1][C:2]1[CH:7]=[C:6]([N+:8]([O-:10])=[O:9])[CH:5]=[CH:4][C:3]=1[N:11]1[CH2:16][CH2:15][N:14](C(OC(C)(C)C)=O)[CH2:13][CH2:12]1.[ClH:24].O1CCOCC1. The catalyst is ClCCl. The product is [ClH:24].[ClH:24].[Br:1][C:2]1[CH:7]=[C:6]([N+:8]([O-:10])=[O:9])[CH:5]=[CH:4][C:3]=1[N:11]1[CH2:16][CH2:15][NH:14][CH2:13][CH2:12]1. The yield is 0.890. (3) The reactants are [CH2:1]([C:3]1[C:8](=[O:9])[NH:7][C:6]([CH3:10])=[C:5]([C:11]2[O:15][C:14]([S:16]([Cl:19])(=[O:18])=[O:17])=[CH:13][CH:12]=2)[CH:4]=1)[CH3:2].[N:20]1([CH2:25][CH2:26][CH2:27][NH2:28])[CH:24]=[CH:23][N:22]=[CH:21]1. No catalyst specified. The product is [ClH:19].[N:20]1([CH2:25][CH2:26][CH2:27][NH:28][S:16]([C:14]2[O:15][C:11]([C:5]3[CH:4]=[C:3]([CH2:1][CH3:2])[C:8](=[O:9])[NH:7][C:6]=3[CH3:10])=[CH:12][CH:13]=2)(=[O:18])=[O:17])[CH:24]=[CH:23][N:22]=[CH:21]1. The yield is 0.410. (4) The reactants are [CH3:1][C:2]1[CH:3]=[CH:4][C:5]([NH:8][C:9](=[O:19])[C:10]2[CH:15]=[CH:14][CH:13]=[CH:12][C:11]=2[N+:16]([O-])=O)=[N:6][CH:7]=1.[BH4-].[Na+]. The catalyst is C1COCC1.CO. The product is [CH3:1][C:2]1[CH:3]=[CH:4][C:5]([NH:8][C:9](=[O:19])[C:10]2[CH:15]=[CH:14][CH:13]=[CH:12][C:11]=2[NH2:16])=[N:6][CH:7]=1. The yield is 0.950. (5) The reactants are BrC1C=CC(S(N2CCOCC2)(=O)=O)=CC=1.[CH3:17][O:18][CH2:19][O:20][C:21]1[CH:22]=[C:23](/[CH:31]=[CH:32]/[C:33]2[CH:38]=[CH:37][C:36]([S:39]([N:42]3[CH2:47][CH2:46][O:45][CH2:44][CH2:43]3)(=[O:41])=[O:40])=[CH:35][CH:34]=2)[CH:24]=[CH:25][C:26]=1[O:27][CH2:28][O:29][CH3:30].C([O-])([O-])=O.[K+].[K+].[Li+].[Cl-].COCOC1C=C(C=CC=1OCOC)C=C. The catalyst is [N+](CCCC)(CCCC)(CCCC)CCCC.[Br-].C(Cl)Cl.CC([O-])=O.CC([O-])=O.[Pd+2].CN(C=O)C. The product is [CH3:17][O:18][CH2:19][O:20][C:21]1[CH:22]=[C:23](/[CH:31]=[CH:32]/[C:33]2[CH:34]=[CH:35][C:36]([S:39]([N:42]3[CH2:47][CH2:46][O:45][CH2:44][CH2:43]3)(=[O:41])=[O:40])=[CH:37][CH:38]=2)[CH:24]=[CH:25][C:26]=1[O:27][CH2:28][O:29][CH3:30]. The yield is 0.821.